From a dataset of CYP2D6 inhibition data for predicting drug metabolism from PubChem BioAssay. Regression/Classification. Given a drug SMILES string, predict its absorption, distribution, metabolism, or excretion properties. Task type varies by dataset: regression for continuous measurements (e.g., permeability, clearance, half-life) or binary classification for categorical outcomes (e.g., BBB penetration, CYP inhibition). Dataset: cyp2d6_veith. The result is 0 (non-inhibitor). The molecule is C1CCc2c(nc3nnnn3c2NC2CCCC2)C1.